This data is from CYP2D6 inhibition data for predicting drug metabolism from PubChem BioAssay. The task is: Regression/Classification. Given a drug SMILES string, predict its absorption, distribution, metabolism, or excretion properties. Task type varies by dataset: regression for continuous measurements (e.g., permeability, clearance, half-life) or binary classification for categorical outcomes (e.g., BBB penetration, CYP inhibition). Dataset: cyp2d6_veith. The compound is COc1c(O)cc2c(c1O)[C@@H]1O[C@@H](CO)[C@@H](O)[C@@H](O)[C@@H]1OC2=O.O. The result is 0 (non-inhibitor).